Dataset: NCI-60 drug combinations with 297,098 pairs across 59 cell lines. Task: Regression. Given two drug SMILES strings and cell line genomic features, predict the synergy score measuring deviation from expected non-interaction effect. Drug 1: CC1=C(C(CCC1)(C)C)C=CC(=CC=CC(=CC(=O)O)C)C. Drug 2: CC1C(C(CC(O1)OC2CC(CC3=C2C(=C4C(=C3O)C(=O)C5=CC=CC=C5C4=O)O)(C(=O)C)O)N)O. Cell line: MDA-MB-435. Synergy scores: CSS=60.3, Synergy_ZIP=-0.937, Synergy_Bliss=2.46, Synergy_Loewe=-7.52, Synergy_HSA=5.00.